From a dataset of Forward reaction prediction with 1.9M reactions from USPTO patents (1976-2016). Predict the product of the given reaction. (1) Given the reactants [N+:1]([C:4]1[CH:34]=[CH:33][C:7]([O:8][CH2:9][CH2:10][O:11][CH2:12][CH2:13][O:14][CH2:15][CH2:16][O:17][CH2:18][CH2:19][O:20][CH2:21][CH2:22][O:23][CH2:24][CH2:25][O:26][CH:27]2[CH2:32][CH2:31][CH2:30][CH2:29][O:28]2)=[CH:6][CH:5]=1)([O-])=O, predict the reaction product. The product is: [O:28]1[CH2:29][CH2:30][CH2:31][CH2:32][CH:27]1[O:26][CH2:25][CH2:24][O:23][CH2:22][CH2:21][O:20][CH2:19][CH2:18][O:17][CH2:16][CH2:15][O:14][CH2:13][CH2:12][O:11][CH2:10][CH2:9][O:8][C:7]1[CH:33]=[CH:34][C:4]([NH2:1])=[CH:5][CH:6]=1. (2) Given the reactants S(Cl)([Cl:4])(=O)=O.[CH2:6]([O:13][C:14]1[CH:19]=[CH:18][CH:17]=[CH:16][C:15]=1[OH:20])[C:7]1[CH:12]=[CH:11][CH:10]=[CH:9][CH:8]=1, predict the reaction product. The product is: [CH2:6]([O:13][C:14]1[CH:19]=[C:18]([Cl:4])[CH:17]=[CH:16][C:15]=1[OH:20])[C:7]1[CH:8]=[CH:9][CH:10]=[CH:11][CH:12]=1.